Dataset: Full USPTO retrosynthesis dataset with 1.9M reactions from patents (1976-2016). Task: Predict the reactants needed to synthesize the given product. (1) Given the product [Cl:1][C:2]1[CH:7]=[C:6]2[NH:8][C:9](=[O:40])[C:10]3([CH:15]([C:16]4[CH:21]=[CH:20][CH:19]=[C:18]([Cl:22])[CH:17]=4)[CH2:14][C:13](=[S:58])[N:12]([CH2:24][C:25]([O:27][C:28]([CH3:31])([CH3:30])[CH3:29])=[O:26])[CH:11]3[C:32]3[CH:37]=[C:36]([F:38])[CH:35]=[CH:34][C:33]=3[CH3:39])[C:5]2=[CH:4][CH:3]=1.[CH3:41][O:42][CH:43]([Si:45]([CH3:48])([CH3:47])[CH3:46])[CH3:44], predict the reactants needed to synthesize it. The reactants are: [Cl:1][C:2]1[CH:7]=[C:6]2[NH:8][C:9](=[O:40])[C:10]3([CH:15]([C:16]4[CH:21]=[CH:20][CH:19]=[C:18]([Cl:22])[CH:17]=4)[CH2:14][C:13](=O)[N:12]([CH2:24][C:25]([O:27][C:28]([CH3:31])([CH3:30])[CH3:29])=[O:26])[CH:11]3[C:32]3[CH:37]=[C:36]([F:38])[CH:35]=[CH:34][C:33]=3[CH3:39])[C:5]2=[CH:4][CH:3]=1.[CH3:41][O:42][CH:43]([Si:45]([CH3:48])([CH3:47])[CH3:46])[CH3:44].COC1C=CC(P2(=S)SP(=S)(C3C=CC(OC)=CC=3)[S:58]2)=CC=1. (2) Given the product [N:57]1([C:2]2[CH:3]=[C:4]3[C:14]4[C:9](=[CH:10][N:11]=[C:12]([C:15]5[CH:16]=[N:17][CH:18]=[CH:19][CH:20]=5)[CH:13]=4)[NH:8][C:5]3=[N:6][CH:7]=2)[CH2:62][CH2:61][O:60][CH2:59][CH2:58]1, predict the reactants needed to synthesize it. The reactants are: Cl[C:2]1[CH:3]=[C:4]2[C:14]3[C:9](=[CH:10][N:11]=[C:12]([C:15]4[CH:16]=[N:17][CH:18]=[CH:19][CH:20]=4)[CH:13]=3)[NH:8][C:5]2=[N:6][CH:7]=1.C(P(C(C)(C)C)C1C=CC=CC=1C1C(C(C)C)=CC(C(C)C)=CC=1C(C)C)(C)(C)C.CC(C)([O-])C.[K+].[NH:57]1[CH2:62][CH2:61][O:60][CH2:59][CH2:58]1. (3) Given the product [CH3:1][C:2]1[CH:7]=[C:6]([O:8][CH2:9][CH2:10][CH3:11])[CH:5]=[CH:4][C:3]=1[NH2:12], predict the reactants needed to synthesize it. The reactants are: [CH3:1][C:2]1[CH:7]=[C:6]([O:8][CH2:9][CH2:10][CH3:11])[CH:5]=[CH:4][C:3]=1[N+:12]([O-])=O.CO. (4) Given the product [BrH:33].[BrH:33].[F:31][C:18]1[C:19]([O:24][C:25]2[CH:26]=[CH:27][CH:28]=[CH:29][CH:30]=2)=[C:20]([F:23])[CH:21]=[CH:22][C:17]=1[CH:11]([NH2:10])[C:12]1[NH:16][CH2:15][CH2:14][N:13]=1, predict the reactants needed to synthesize it. The reactants are: C(OC(=O)[NH:10][CH:11]([C:17]1[CH:22]=[CH:21][C:20]([F:23])=[C:19]([O:24][C:25]2[CH:30]=[CH:29][CH:28]=[CH:27][CH:26]=2)[C:18]=1[F:31])[C:12]1[NH:13][CH2:14][CH2:15][N:16]=1)C1C=CC=CC=1.[BrH:33].